From a dataset of Full USPTO retrosynthesis dataset with 1.9M reactions from patents (1976-2016). Predict the reactants needed to synthesize the given product. Given the product [Cl:31][C:27]1[CH:28]=[C:29]2[C:24](=[CH:25][CH:26]=1)[NH:23][C:22](=[O:32])[C:21]([C@@H:19]([NH:18][C:2]1[N:7]=[C:6]([N:8]3[CH:12]=[CH:11][CH:10]=[C:9]3[C:13]([F:16])([F:15])[F:14])[CH:5]=[CH:4][N:3]=1)[CH3:20])=[CH:30]2, predict the reactants needed to synthesize it. The reactants are: Cl[C:2]1[N:7]=[C:6]([N:8]2[CH:12]=[CH:11][CH:10]=[C:9]2[C:13]([F:16])([F:15])[F:14])[CH:5]=[CH:4][N:3]=1.Cl.[NH2:18][C@H:19]([C:21]1[C:22](=[O:32])[NH:23][C:24]2[C:29]([CH:30]=1)=[CH:28][C:27]([Cl:31])=[CH:26][CH:25]=2)[CH3:20].CCN(C(C)C)C(C)C.